This data is from Full USPTO retrosynthesis dataset with 1.9M reactions from patents (1976-2016). The task is: Predict the reactants needed to synthesize the given product. (1) Given the product [CH3:1][C:2]1[C:6]([CH:7]2[CH2:12][CH2:11][N:10]([CH3:13])[CH2:9][CH2:8]2)=[C:5]([CH3:14])[NH:4][C:3]=1[CH:15]=[O:16], predict the reactants needed to synthesize it. The reactants are: [CH3:1][C:2]1[C:6]([CH:7]2[CH2:12][CH2:11][N:10]([CH3:13])[CH2:9][CH2:8]2)=[C:5]([CH3:14])[NH:4][C:3]=1[C:15](O)=[O:16].C(OCC)(OCC)OCC. (2) Given the product [CH3:30][O:29][C:25]1[CH:24]=[C:23]([C:3]2([C:17]3[CH:22]=[CH:21][CH:20]=[CH:19][CH:18]=3)[CH2:4][CH:5]([CH3:6])[N:7]([CH3:16])[C:1]2=[NH:2])[CH:28]=[CH:27][CH:26]=1, predict the reactants needed to synthesize it. The reactants are: [C:1]([C:3]([C:23]1[CH:28]=[CH:27][CH:26]=[C:25]([O:29][CH3:30])[CH:24]=1)([C:17]1[CH:22]=[CH:21][CH:20]=[CH:19][CH:18]=1)[CH2:4][CH:5]([N:7]([CH3:16])C(=O)OCC(Cl)(Cl)Cl)[CH3:6])#[N:2].C(O)=O.